Dataset: Forward reaction prediction with 1.9M reactions from USPTO patents (1976-2016). Task: Predict the product of the given reaction. (1) The product is: [NH2:8][C:11]1[CH:12]=[N:13][C:14]2[C:19]([C:20]=1[NH:21][CH2:22][CH2:23][NH:24][C:25](=[O:31])[O:26][C:27]([CH3:29])([CH3:28])[CH3:30])=[CH:18][CH:17]=[CH:16][CH:15]=2. Given the reactants S([O-])([O-])(=O)=O.[Na+].[Na+].[N+:8]([C:11]1[CH:12]=[N:13][C:14]2[C:19]([C:20]=1[NH:21][CH2:22][CH2:23][NH:24][C:25](=[O:31])[O:26][C:27]([CH3:30])([CH3:29])[CH3:28])=[CH:18][CH:17]=[CH:16][CH:15]=2)([O-])=O.[H][H], predict the reaction product. (2) Given the reactants C(N(C(C)C)CC)(C)C.[CH3:10][O:11][C:12]1[CH:13]=[CH:14][CH:15]=[C:16]2[C:21]=1[O:20][C:19](=[O:22])[C:18]([C:23]([OH:25])=O)=[CH:17]2.[N:26]1[C:27]([C:35]2[CH:36]=[C:37]([NH2:41])[CH:38]=[CH:39][CH:40]=2)=[CH:28][N:29]2[CH:34]=[CH:33][CH:32]=[CH:31][C:30]=12, predict the reaction product. The product is: [N:26]1[C:27]([C:35]2[CH:36]=[C:37]([NH:41][C:23]([C:18]3[C:19](=[O:22])[O:20][C:21]4[C:16]([CH:17]=3)=[CH:15][CH:14]=[CH:13][C:12]=4[O:11][CH3:10])=[O:25])[CH:38]=[CH:39][CH:40]=2)=[CH:28][N:29]2[CH:34]=[CH:33][CH:32]=[CH:31][C:30]=12. (3) Given the reactants Cl.[CH3:2][NH:3][C@@H:4]([CH2:9][CH2:10][CH:11]=[CH2:12])[C:5]([O:7][CH3:8])=[O:6].[F:13][C:14]([F:22])([F:21])[CH2:15][CH2:16][S:17](Cl)(=[O:19])=[O:18], predict the reaction product. The product is: [F:13][C:14]([F:22])([F:21])[CH2:15][CH2:16][S:17]([N:3]([C@@H:4]([CH2:9][CH2:10][CH:11]=[CH2:12])[C:5]([O:7][CH3:8])=[O:6])[CH3:2])(=[O:19])=[O:18]. (4) Given the reactants [Cl:1][C:2]1[C:7]([Cl:8])=[CH:6][CH:5]=[CH:4][C:3]=1[S:9]([N:12]([C:21]1[C:26]([O:27][CH3:28])=[N:25][C:24](Cl)=[C:23]([Cl:30])[N:22]=1)COCC[Si](C)(C)C)(=[O:11])=[O:10].[OH:31][CH2:32][C@@H:33]1[CH2:37][CH2:36][CH2:35][N:34]1C(OC(C)(C)C)=O.[H-].[Na+].Cl, predict the reaction product. The product is: [ClH:1].[Cl:1][C:2]1[C:7]([Cl:8])=[CH:6][CH:5]=[CH:4][C:3]=1[S:9]([NH:12][C:21]1[C:26]([O:27][CH3:28])=[N:25][C:24]([O:31][CH2:32][C@H:33]2[CH2:37][CH2:36][CH2:35][NH:34]2)=[C:23]([Cl:30])[N:22]=1)(=[O:10])=[O:11]. (5) Given the reactants [N+:1]([C:4]1[CH:12]=[C:11]2[C:7]([C:8]([C:13]3[CH2:22][CH2:21][C:16]4(OCC[O:17]4)[CH2:15][CH:14]=3)=[CH:9][NH:10]2)=[CH:6][CH:5]=1)([O-:3])=[O:2].Cl, predict the reaction product. The product is: [N+:1]([C:4]1[CH:12]=[C:11]2[C:7]([C:8]([C:13]3[CH2:22][CH2:21][C:16](=[O:17])[CH2:15][CH:14]=3)=[CH:9][NH:10]2)=[CH:6][CH:5]=1)([O-:3])=[O:2]. (6) Given the reactants [C:1](=[S:3])=[S:2].[F:4][C:5]([F:14])([F:13])[C:6]1[CH:7]=[C:8]([CH:10]=[CH:11][CH:12]=1)[NH2:9].C([N:17](CC)CC)C.[C:22](OCC)(=[O:24])[CH3:23], predict the reaction product. The product is: [S:2]=[C:1]1[N:9]([C:8]2[CH:10]=[CH:11][CH:12]=[C:6]([C:5]([F:13])([F:14])[F:4])[CH:7]=2)[C:22](=[O:24])[CH2:23][S:3]1.[C:1](=[S:3])([S-:2])[NH2:17].